Regression. Given two drug SMILES strings and cell line genomic features, predict the synergy score measuring deviation from expected non-interaction effect. From a dataset of NCI-60 drug combinations with 297,098 pairs across 59 cell lines. (1) Drug 1: CC1C(C(=O)NC(C(=O)N2CCCC2C(=O)N(CC(=O)N(C(C(=O)O1)C(C)C)C)C)C(C)C)NC(=O)C3=C4C(=C(C=C3)C)OC5=C(C(=O)C(=C(C5=N4)C(=O)NC6C(OC(=O)C(N(C(=O)CN(C(=O)C7CCCN7C(=O)C(NC6=O)C(C)C)C)C)C(C)C)C)N)C. Drug 2: C(CC(=O)O)C(=O)CN.Cl. Cell line: NCIH23. Synergy scores: CSS=12.1, Synergy_ZIP=-5.30, Synergy_Bliss=1.94, Synergy_Loewe=-7.85, Synergy_HSA=-1.56. (2) Drug 2: CS(=O)(=O)OCCCCOS(=O)(=O)C. Synergy scores: CSS=21.1, Synergy_ZIP=-2.76, Synergy_Bliss=3.83, Synergy_Loewe=-1.10, Synergy_HSA=3.46. Drug 1: C1=CC(=CC=C1CC(C(=O)O)N)N(CCCl)CCCl.Cl. Cell line: MDA-MB-231. (3) Cell line: HT29. Synergy scores: CSS=38.5, Synergy_ZIP=-3.63, Synergy_Bliss=3.53, Synergy_Loewe=4.92, Synergy_HSA=5.49. Drug 1: COC1=C(C=C2C(=C1)N=CN=C2NC3=CC(=C(C=C3)F)Cl)OCCCN4CCOCC4. Drug 2: CC12CCC3C(C1CCC2O)C(CC4=C3C=CC(=C4)O)CCCCCCCCCS(=O)CCCC(C(F)(F)F)(F)F.